From a dataset of Reaction yield outcomes from USPTO patents with 853,638 reactions. Predict the reaction yield, written as a fraction of the theoretical maximum amount of product (1.0 means a 100% yield; for example, 0.34 means a 34% yield). (1) The reactants are [CH3:1][C:2]1[S:6][C:5]([C:7]2[CH:8]=[N:9][CH:10]=[CH:11][CH:12]=2)=[N:4][C:3]=1[OH:13].[H-].[Na+].[F:16][C:17]([F:36])([F:35])[S:18](N([S:18]([C:17]([F:36])([F:35])[F:16])(=[O:20])=[O:19])C1C=CC=CC=1)(=[O:20])=[O:19]. The catalyst is C1COCC1. The product is [CH3:1][C:2]1[S:6][C:5]([C:7]2[CH:8]=[N:9][CH:10]=[CH:11][CH:12]=2)=[N:4][C:3]=1[O:13][S:18]([C:17]([F:36])([F:35])[F:16])(=[O:20])=[O:19]. The yield is 0.400. (2) The reactants are CN(C)/[CH:3]=[CH:4]/[C:5]([C:7]1[N:11]([CH:12]2[CH2:17][CH2:16][O:15][CH2:14][CH2:13]2)[C:10]([CH3:18])=[N:9][CH:8]=1)=O.C(=O)(O)O.[NH2:24][C:25]([NH2:27])=[NH:26].CO[Na].[NH4+].[Cl-]. The catalyst is CCCCO. The product is [CH3:18][C:10]1[N:11]([CH:12]2[CH2:13][CH2:14][O:15][CH2:16][CH2:17]2)[C:7]([C:5]2[CH:4]=[CH:3][N:24]=[C:25]([NH2:27])[N:26]=2)=[CH:8][N:9]=1. The yield is 0.720. (3) The reactants are Cl[C:2]1[N:7]=[CH:6][CH:5]=[CH:4][N:3]=1.Cl.[CH3:9][O:10][C:11]1[CH:16]=[C:15]([CH3:17])[NH:14][C:13](=[O:18])[C:12]=1[CH2:19][NH:20][C:21]([C:23]1[C:31]2[C:26](=[CH:27][CH:28]=[CH:29][CH:30]=2)[N:25]([CH:32]([CH:34]2[CH2:39][CH2:38][NH:37][CH2:36][CH2:35]2)[CH3:33])[C:24]=1[CH3:40])=[O:22].CCN(CC)CC. The catalyst is CCO. The product is [CH3:9][O:10][C:11]1[CH:16]=[C:15]([CH3:17])[NH:14][C:13](=[O:18])[C:12]=1[CH2:19][NH:20][C:21]([C:23]1[C:31]2[C:26](=[CH:27][CH:28]=[CH:29][CH:30]=2)[N:25]([CH:32]([CH:34]2[CH2:35][CH2:36][N:37]([C:2]3[N:7]=[CH:6][CH:5]=[CH:4][N:3]=3)[CH2:38][CH2:39]2)[CH3:33])[C:24]=1[CH3:40])=[O:22]. The yield is 0.646. (4) The reactants are N1C=CN=C1CN1C(=O)COC2N=C(C3C=CC(C4(N)CCC4)=CC=3)C(C3C=CC=CC=3)=CC1=2.C(OC(=O)[NH:41][C:42]1([C:46]2[CH:51]=[CH:50][C:49]([C:52]3[C:53]([C:66]4[CH:71]=[CH:70][CH:69]=[CH:68][CH:67]=4)=[CH:54][C:55]4[N:61]([CH3:62])[C:60](=[O:63])[CH2:59][CH2:58][N:57]([CH3:64])[C:56]=4[N:65]=3)=[CH:48][CH:47]=2)[CH2:45][CH2:44][CH2:43]1)(C)(C)C. No catalyst specified. The product is [NH2:41][C:42]1([C:46]2[CH:47]=[CH:48][C:49]([C:52]3[C:53]([C:66]4[CH:67]=[CH:68][CH:69]=[CH:70][CH:71]=4)=[CH:54][C:55]4[N:61]([CH3:62])[C:60](=[O:63])[CH2:59][CH2:58][N:57]([CH3:64])[C:56]=4[N:65]=3)=[CH:50][CH:51]=2)[CH2:43][CH2:44][CH2:45]1. The yield is 0.640. (5) The reactants are [OH:1][C:2]1[CH:11]=[C:10]2[C:5]([CH:6]=[C:7]([CH:12]=[O:13])[CH:8]=[N:9]2)=[CH:4][CH:3]=1.Br[CH2:15][CH2:16][CH2:17][CH2:18][CH2:19][CH2:20][CH3:21].C([O-])([O-])=O.[K+].[K+].O. The yield is 0.300. The catalyst is CN(C=O)C. The product is [CH2:15]([O:1][C:2]1[CH:11]=[C:10]2[C:5]([CH:6]=[C:7]([CH:12]=[O:13])[CH:8]=[N:9]2)=[CH:4][CH:3]=1)[CH2:16][CH2:17][CH2:18][CH2:19][CH2:20][CH3:21]. (6) The reactants are [Cl:1][C:2]1[N:3]=[C:4]([N:14]2[CH2:19][CH2:18][O:17][CH2:16][CH2:15]2)[C:5]2[S:10][C:9]([CH2:11][NH:12][CH3:13])=[CH:8][C:6]=2[N:7]=1.[CH2:20]([N:22]1[CH2:27][CH2:26][C:25](=O)[CH2:24][CH2:23]1)[CH3:21]. No catalyst specified. The product is [Cl:1][C:2]1[N:3]=[C:4]([N:14]2[CH2:19][CH2:18][O:17][CH2:16][CH2:15]2)[C:5]2[S:10][C:9]([CH2:11][N:12]([CH:25]3[CH2:26][CH2:27][N:22]([CH2:20][CH3:21])[CH2:23][CH2:24]3)[CH3:13])=[CH:8][C:6]=2[N:7]=1. The yield is 0.500. (7) The catalyst is CS(C)=O. The yield is 0.950. The reactants are Cl[CH2:2][C:3]1[CH:13]=[CH:12][C:6]2[O:7][C:8]([F:11])([F:10])[O:9][C:5]=2[CH:4]=1.[C-:14]#[N:15].[Na+].O.CC(OC)(C)C. The product is [F:10][C:8]1([F:11])[O:7][C:6]2[CH:12]=[CH:13][C:3]([CH2:2][C:14]#[N:15])=[CH:4][C:5]=2[O:9]1. (8) The reactants are [C:1]([O:5][C:6]([C:8]1[CH:13]=[CH:12][CH:11]=[CH:10][C:9]=1[N:14]1[C:18](=[O:19])[C:17]2([CH2:24][CH2:23][N:22](C(OCC3C=CC=CC=3)=O)[CH2:21][CH2:20]2)[N:16]([C:35]2[CH:40]=[CH:39][CH:38]=[CH:37][CH:36]=2)[CH2:15]1)=[O:7])([CH3:4])([CH3:3])[CH3:2]. The catalyst is C(OCC)(=O)C.C(O)C.[Pd]. The product is [O:19]=[C:18]1[C:17]2([CH2:20][CH2:21][NH:22][CH2:23][CH2:24]2)[N:16]([C:35]2[CH:36]=[CH:37][CH:38]=[CH:39][CH:40]=2)[CH2:15][N:14]1[C:9]1[CH:10]=[CH:11][CH:12]=[CH:13][C:8]=1[C:6]([O:5][C:1]([CH3:2])([CH3:3])[CH3:4])=[O:7]. The yield is 0.964. (9) The catalyst is O1CCCC1. The product is [C:11]([C:2]1([C:22]([O:24][CH3:25])=[O:23])[CH:3]2[CH2:9][CH:7]3[CH2:6][CH:5]([CH2:10][CH:1]1[CH2:8]3)[CH2:4]2)#[N:12]. The reactants are [CH:1]12[CH2:10][CH:5]3[CH2:6][CH:7]([CH2:9][CH:3]([CH2:4]3)[CH:2]1[C:11]#[N:12])[CH2:8]2.C([N-]C(C)C)(C)C.[Li+].Cl[C:22]([O:24][CH3:25])=[O:23]. The yield is 0.600.